Dataset: Reaction yield outcomes from USPTO patents with 853,638 reactions. Task: Predict the reaction yield, written as a fraction of the theoretical maximum amount of product (1.0 means a 100% yield; for example, 0.34 means a 34% yield). (1) The reactants are [CH:1]1([C:6]([OH:8])=[O:7])[CH2:5][CH:4]=[CH:3][CH2:2]1.S(Cl)(Cl)=O.[CH2:13](O)[CH3:14]. No catalyst specified. The product is [CH:1]1([C:6]([O:8][CH2:13][CH3:14])=[O:7])[CH2:5][CH:4]=[CH:3][CH2:2]1. The yield is 0.540. (2) The reactants are N[C:2]1[CH:3]=[C:4]([CH:9]=[C:10]([Br:12])[CH:11]=1)[C:5]([O:7]C)=[O:6].N([O-])=[O:14].[Na+]. The catalyst is O.OS(O)(=O)=O. The product is [Br:12][C:10]1[CH:9]=[C:4]([CH:3]=[C:2]([OH:14])[CH:11]=1)[C:5]([OH:7])=[O:6]. The yield is 0.780. (3) The product is [F:5][C:6]([F:27])([F:28])[C:7]1[CH:12]=[C:11]([C:13]([F:16])([F:14])[F:15])[CH:10]=[CH:9][C:8]=1[NH:17][C:18](=[O:26])[C:19]1[CH:24]=[CH:23][CH:22]=[C:21]([N:25]=[C:1]=[O:2])[CH:20]=1. The reactants are [C:1](Cl)(Cl)=[O:2].[F:5][C:6]([F:28])([F:27])[C:7]1[CH:12]=[C:11]([C:13]([F:16])([F:15])[F:14])[CH:10]=[CH:9][C:8]=1[NH:17][C:18](=[O:26])[C:19]1[CH:24]=[CH:23][CH:22]=[C:21]([NH2:25])[CH:20]=1.FC(F)(F)C1C=C(C(F)(F)F)C=CC=1N. The catalyst is O1CCOCC1. The yield is 0.720. (4) The reactants are [CH3:1][O:2][C:3]1[CH:11]=[C:10]([C:12]([F:15])([F:14])[F:13])[CH:9]=[CH:8][C:4]=1[C:5]([OH:7])=O.C[NH3+].F[P-](F)(F)(F)(F)F.N1(OC(N(C)C)=[N+](C)C)C2N=CC=CC=2N=N1.F[P-](F)(F)(F)(F)F.C(N(C(C)C)CC)(C)C.[NH2:58][CH2:59][CH2:60][N:61]1[CH:65]=[C:64]([C:66]([O:68][CH3:69])=[O:67])[N:63]=[CH:62]1. The catalyst is CN(C)C(=O)C. The product is [CH3:1][O:2][C:3]1[CH:11]=[C:10]([C:12]([F:15])([F:14])[F:13])[CH:9]=[CH:8][C:4]=1[C:5]([NH:58][CH2:59][CH2:60][N:61]1[CH:65]=[C:64]([C:66]([O:68][CH3:69])=[O:67])[N:63]=[CH:62]1)=[O:7]. The yield is 0.830. (5) The reactants are [CH3:1][C:2]1[CH:3]=[C:4]2[NH:10][C:9](=[O:11])[CH2:8][C:5]2=[N:6][CH:7]=1.[Cl:12][C:13]1[C:14]([F:21])=[C:15]([CH:18]=[CH:19][CH:20]=1)[CH:16]=O.N1CCCCC1. The catalyst is CO. The product is [Cl:12][C:13]1[C:14]([F:21])=[C:15]([CH:18]=[CH:19][CH:20]=1)/[CH:16]=[C:8]1\[C:9](=[O:11])[NH:10][C:4]2[C:5]\1=[N:6][CH:7]=[C:2]([CH3:1])[CH:3]=2. The yield is 0.970.